From a dataset of Full USPTO retrosynthesis dataset with 1.9M reactions from patents (1976-2016). Predict the reactants needed to synthesize the given product. (1) Given the product [CH3:1][CH:2]1[CH2:7][CH2:6][N:5]([CH:8]2[CH2:13][CH2:12][N:11]([S:20]([C:16]3[N:15]([CH3:14])[CH:19]=[CH:18][N:17]=3)(=[O:22])=[O:21])[CH2:10][CH2:9]2)[CH2:4][CH2:3]1, predict the reactants needed to synthesize it. The reactants are: [CH3:1][CH:2]1[CH2:7][CH2:6][N:5]([CH:8]2[CH2:13][CH2:12][NH:11][CH2:10][CH2:9]2)[CH2:4][CH2:3]1.[CH3:14][N:15]1[CH:19]=[CH:18][N:17]=[C:16]1[S:20](Cl)(=[O:22])=[O:21]. (2) The reactants are: C[Si](C)(C)[N-][Si](C)(C)C.[Na+].C1(C)C=CC=CC=1.[CH:18]1([CH2:24][CH2:25][C:26]([N:28]2[C@@H:32]([CH:33]([CH3:35])[CH3:34])[CH2:31][O:30][C:29]2=[O:36])=[O:27])[CH2:23][CH2:22][CH2:21][CH2:20][CH2:19]1.[C:37]([O:41][C:42](=[O:45])[CH2:43]Br)([CH3:40])([CH3:39])[CH3:38]. Given the product [CH:18]1([CH2:24][CH:25]([C:26]([N:28]2[CH:32]([CH:33]([CH3:34])[CH3:35])[CH2:31][O:30][C:29]2=[O:36])=[O:27])[CH2:43][C:42]([O:41][C:37]([CH3:40])([CH3:39])[CH3:38])=[O:45])[CH2:19][CH2:20][CH2:21][CH2:22][CH2:23]1, predict the reactants needed to synthesize it. (3) The reactants are: [Cl:1][C:2]1[N:7]=[C:6]([NH:8][C:9]2[CH:14]=[CH:13][C:12]([F:15])=[CH:11][CH:10]=2)[N:5]=[C:4]([NH:16][C:17]2[CH:22]=[CH:21][CH:20]=[CH:19][CH:18]=2)[N:3]=1.[CH:23]([N:26](C(C)C)CC)([CH3:25])[CH3:24].C(N)(C)C.C(OC(=O)C)C.Cl. Given the product [ClH:1].[F:15][C:12]1[CH:13]=[CH:14][C:9]([NH:8][C:6]2[N:7]=[C:2]([NH:26][CH:23]([CH3:25])[CH3:24])[N:3]=[C:4]([NH:16][C:17]3[CH:22]=[CH:21][CH:20]=[CH:19][CH:18]=3)[N:5]=2)=[CH:10][CH:11]=1, predict the reactants needed to synthesize it. (4) Given the product [CH3:1][O:2][C:3](=[O:23])[CH2:4][C:5]1[CH:10]=[CH:9][C:8]([O:11][CH3:12])=[C:7]([O:13][C:14]2[CH:19]=[C:18]([Br:20])[CH:17]=[CH:16][C:15]=2[CH2:21][N:26]2[C@H:25]([CH3:24])[C@H:29]([C:30]3[CH:35]=[CH:34][CH:33]=[CH:32][CH:31]=3)[O:28][C:27]2=[O:36])[CH:6]=1, predict the reactants needed to synthesize it. The reactants are: [CH3:1][O:2][C:3](=[O:23])[CH2:4][C:5]1[CH:10]=[CH:9][C:8]([O:11][CH3:12])=[C:7]([O:13][C:14]2[CH:19]=[C:18]([Br:20])[CH:17]=[CH:16][C:15]=2[CH2:21]Br)[CH:6]=1.[CH3:24][C@@H:25]1[C@H:29]([C:30]2[CH:35]=[CH:34][CH:33]=[CH:32][CH:31]=2)[O:28][C:27](=[O:36])[NH:26]1. (5) Given the product [OH:55][CH2:1][CH2:2][NH:3][C:34]([C:31]1[N:32]=[CH:33][C:28]2[NH:27][C:26]3[N:37]=[CH:38][C:23]([C:20]4[CH:19]=[CH:18][C:17]([N:14]5[CH2:13][CH2:12][N:11]([CH3:10])[CH2:16][CH2:15]5)=[CH:22][CH:21]=4)=[CH:24][C:25]=3[C:29]=2[CH:30]=1)=[O:36], predict the reactants needed to synthesize it. The reactants are: [CH3:1][CH2:2][N:3](C(C)C)C(C)C.[CH3:10][N:11]1[CH2:16][CH2:15][N:14]([C:17]2[CH:22]=[CH:21][C:20]([C:23]3[CH:38]=[N:37][C:26]4[NH:27][C:28]5[CH:33]=[N:32][C:31]([C:34]([OH:36])=O)=[CH:30][C:29]=5[C:25]=4[CH:24]=3)=[CH:19][CH:18]=2)[CH2:13][CH2:12]1.C1CN([P+]([O:55]N2N=NC3C=CC=CC2=3)(N2CCCC2)N2CCCC2)CC1.F[P-](F)(F)(F)(F)F.C1C=CC2N(O)N=NC=2C=1.C(CN)O.S(=O)(=O)(O)O. (6) Given the product [Cl:1][C:2]1[CH:7]=[CH:6][C:5]([C:8]2[C:12]([CH3:13])=[N:27][NH:26][C:10](=[O:11])[C:9]=2[C:16]2[C:21]([F:22])=[CH:20][C:19]([F:23])=[CH:18][C:17]=2[F:24])=[CH:4][CH:3]=1, predict the reactants needed to synthesize it. The reactants are: [Cl:1][C:2]1[CH:7]=[CH:6][C:5]([C:8]2[C:12](O)([CH3:13])[O:11][C:10](=O)[C:9]=2[C:16]2[C:21]([F:22])=[CH:20][C:19]([F:23])=[CH:18][C:17]=2[F:24])=[CH:4][CH:3]=1.O.[NH2:26][NH2:27]. (7) Given the product [Cl:1][C:2]1[N:3]=[CH:4][N:5]([C:7]2[CH:12]=[CH:11][C:10]([NH:13][C:14]3[N:15]=[C:16]([NH:32][CH3:33])[C:17]4[CH2:22][CH2:21][C@H:20]([C:23]5[CH:28]=[C:27]([F:29])[C:26]([F:30])=[C:25]([F:31])[CH:24]=5)[C:18]=4[N:19]=3)=[CH:9][C:8]=2[O:34][CH3:35])[CH:6]=1, predict the reactants needed to synthesize it. The reactants are: [Cl:1][C:2]1[N:3]=[CH:4][N:5]([C:7]2[CH:12]=[CH:11][C:10]([NH:13][C:14]3[N:15]=[C:16]([NH:32][CH3:33])[C:17]4[CH2:22][CH2:21][CH:20]([C:23]5[CH:28]=[C:27]([F:29])[C:26]([F:30])=[C:25]([F:31])[CH:24]=5)[C:18]=4[N:19]=3)=[CH:9][C:8]=2[O:34][CH3:35])[CH:6]=1.